This data is from Forward reaction prediction with 1.9M reactions from USPTO patents (1976-2016). The task is: Predict the product of the given reaction. (1) Given the reactants [F:1][C:2]1[CH:10]=[CH:9][C:5]([C:6]([NH2:8])=O)=[CH:4][CH:3]=1.COC1C=CC(P2(SP(C3C=CC(OC)=CC=3)(=S)S2)=[S:20])=CC=1, predict the reaction product. The product is: [F:1][C:2]1[CH:10]=[CH:9][C:5]([C:6]([NH2:8])=[S:20])=[CH:4][CH:3]=1. (2) The product is: [CH2:1]1[C:9]2[C:4](=[CH:5][CH:6]=[CH:7][CH:8]=2)[CH2:3][CH:2]1[C@H:10]1[NH:15][C:14](=[O:16])[C@@H:13]([C@@H:17]([CH3:20])[CH2:18][CH3:19])[N:12]([CH:21]([C:39]2[CH:40]=[N:41][C:42]([CH3:46])=[CH:43][C:44]=2[CH3:45])[C:22]([NH:24][C:25]2[CH:30]=[CH:29][CH:28]=[CH:27][C:26]=2[OH:31])=[O:23])[C:11]1=[O:47]. Given the reactants [CH2:1]1[C:9]2[C:4](=[CH:5][CH:6]=[CH:7][CH:8]=2)[CH2:3][CH:2]1[C@H:10]1[NH:15][C:14](=[O:16])[C@@H:13]([C@@H:17]([CH3:20])[CH2:18][CH3:19])[N:12]([CH:21]([C:39]2[CH:40]=[N:41][C:42]([CH3:46])=[CH:43][C:44]=2[CH3:45])[C:22]([NH:24][C:25]2[CH:30]=[CH:29][CH:28]=[CH:27][C:26]=2[O:31]CC2C=CC=CC=2)=[O:23])[C:11]1=[O:47], predict the reaction product. (3) Given the reactants [N:1]1([C:6]([NH:8][C:9]([S:11][CH3:12])=[NH:10])=[O:7])[CH:5]=[CH:4]N=C1.[F:13][C:14]([F:23])([F:22])[C:15]1[S:19]C(CN)=[CH:17][CH:16]=1, predict the reaction product. The product is: [F:13][C:14]([F:23])([F:22])[C:15]1[S:19][C:4]([CH2:5][NH:1][C:6]([NH:8][C:9]([S:11][CH3:12])=[NH:10])=[O:7])=[CH:17][CH:16]=1. (4) Given the reactants [F:1][C:2]([F:7])([F:6])[C:3]([OH:5])=[O:4].[Cl:8][C:9]1[C:10]([NH:31][C@@H:32]2[C@@H:37]3[CH2:38][C@@H:34]([CH:35]=[CH:36]3)[C@@H:33]2[C:39]([NH2:41])=[O:40])=[C:11]2[N:17]=[C:16]([C:18]3[CH:23]=[CH:22][C:21](CN4CCOCC4)=[CH:20][CH:19]=3)[NH:15][C:12]2=[N:13][CH:14]=1.NC1[C:48]([NH2:49])=[C:47]([NH:50][C@@H:51]2[C@@H:56]3C[C@@H](C=C3)[C@@H]2C(N)=O)C(Cl)=CN=1.C(OC(N1CCN(C2C=CC(C=O)=CC=2)CC1)=O)(C)(C)C.C(=O)(OC(C)(C)C)N.Cl, predict the reaction product. The product is: [F:1][C:2]([F:7])([F:6])[C:3]([OH:5])=[O:4].[Cl:8][C:9]1[C:10]([NH:31][C@@H:32]2[C@@H:37]3[CH2:38][C@@H:34]([CH:35]=[CH:36]3)[C@@H:33]2[C:39]([NH2:41])=[O:40])=[C:11]2[N:17]=[C:16]([C:18]3[CH:19]=[CH:20][C:21]([N:49]4[CH2:48][CH2:47][NH:50][CH2:51][CH2:56]4)=[CH:22][CH:23]=3)[NH:15][C:12]2=[N:13][CH:14]=1. (5) Given the reactants Cl.Cl.[F:3][C:4]1[CH:5]=[C:6]([NH:31][C:32]([NH:34][C:35](=[O:44])[CH2:36][C:37]2C=CC(F)=C[CH:38]=2)=S)[CH:7]=[CH:8][C:9]=1[O:10][C:11]1[C:16]2=[C:17]([CH3:30])[C:18]([O:20][CH2:21][CH2:22][N:23]3[CH2:28][CH2:27][N:26]([CH3:29])[CH2:25][CH2:24]3)=[CH:19][N:15]2[N:14]=[CH:13][N:12]=1.Cl.FC1C=C(C(C(NC2C=CC(F)=CC=2)=O)C(N)=O)C=CC=1[O:53]C1C2=C(C)C(OCCN3CCOCC3)=CN2N=CN=1, predict the reaction product. The product is: [CH:36]1([C:35]([NH:34][C:32]([NH:31][C:6]2[CH:7]=[CH:8][C:9]([O:10][C:11]3[C:16]4=[C:17]([CH3:30])[C:18]([O:20][CH2:21][CH2:22][N:23]5[CH2:24][CH2:25][N:26]([CH3:29])[CH2:27][CH2:28]5)=[CH:19][N:15]4[N:14]=[CH:13][N:12]=3)=[C:4]([F:3])[CH:5]=2)=[O:53])=[O:44])[CH2:37][CH2:38]1. (6) The product is: [Cl-:19].[CH3:7][C:8]1[CH:15]=[CH:14][CH:13]=[CH:12][C:9]=1[CH:10]=[N+:1]1[CH2:6][CH2:5][CH2:4][CH2:3][CH2:2]1. Given the reactants [NH:1]1[CH2:6][CH2:5][CH2:4][CH2:3][CH2:2]1.[CH3:7][C:8]1[CH:15]=[CH:14][CH:13]=[CH:12][C:9]=1[CH:10]=O.C([Cl:19])(=O)C, predict the reaction product.